Dataset: NCI-60 drug combinations with 297,098 pairs across 59 cell lines. Task: Regression. Given two drug SMILES strings and cell line genomic features, predict the synergy score measuring deviation from expected non-interaction effect. (1) Drug 1: CN1CCC(CC1)COC2=C(C=C3C(=C2)N=CN=C3NC4=C(C=C(C=C4)Br)F)OC. Drug 2: CC1C(C(CC(O1)OC2CC(CC3=C2C(=C4C(=C3O)C(=O)C5=C(C4=O)C(=CC=C5)OC)O)(C(=O)C)O)N)O.Cl. Cell line: HOP-62. Synergy scores: CSS=35.6, Synergy_ZIP=7.70, Synergy_Bliss=7.38, Synergy_Loewe=-0.891, Synergy_HSA=4.37. (2) Drug 1: C1CCC(C1)C(CC#N)N2C=C(C=N2)C3=C4C=CNC4=NC=N3. Drug 2: CC1=C(C(=O)C2=C(C1=O)N3CC4C(C3(C2COC(=O)N)OC)N4)N. Cell line: SK-OV-3. Synergy scores: CSS=13.6, Synergy_ZIP=-6.39, Synergy_Bliss=0.977, Synergy_Loewe=-10.3, Synergy_HSA=0.685.